Dataset: Forward reaction prediction with 1.9M reactions from USPTO patents (1976-2016). Task: Predict the product of the given reaction. (1) Given the reactants [C:1]([C:5]1[CH:10]=[CH:9][C:8]([C:11]2[CH:16]=[CH:15][C:14]([CH2:17][C:18]3[N:19]([C:31]4[CH:36]=[CH:35][C:34](I)=[CH:33][CH:32]=4)[CH:20]=[C:21]([C:23]4[CH:28]=[CH:27][C:26]([Cl:29])=[CH:25][C:24]=4[Cl:30])[N:22]=3)=[CH:13][CH:12]=2)=[CH:7][CH:6]=1)([CH3:4])([CH3:3])[CH3:2].[CH3:38][CH2:39][C@H:40]([NH2:44])[C:41]([OH:43])=[O:42], predict the reaction product. The product is: [C:1]([C:5]1[CH:10]=[CH:9][C:8]([C:11]2[CH:16]=[CH:15][C:14]([CH2:17][C:18]3[N:19]([C:31]4[CH:36]=[CH:35][C:34]([NH:44][C@@H:40]([CH2:39][CH3:38])[C:41]([OH:43])=[O:42])=[CH:33][CH:32]=4)[CH:20]=[C:21]([C:23]4[CH:28]=[CH:27][C:26]([Cl:29])=[CH:25][C:24]=4[Cl:30])[N:22]=3)=[CH:13][CH:12]=2)=[CH:7][CH:6]=1)([CH3:4])([CH3:3])[CH3:2]. (2) Given the reactants [Br:1][C:2]1[CH:3]=[C:4]([CH2:8][C:9]#[N:10])[CH:5]=[CH:6][CH:7]=1.Br[CH2:12][CH2:13]Br, predict the reaction product. The product is: [Br:1][C:2]1[CH:3]=[C:4]([C:8]2([C:9]#[N:10])[CH2:13][CH2:12]2)[CH:5]=[CH:6][CH:7]=1. (3) Given the reactants [OH:1][C:2]1[CH:11]=[CH:10][C:9]([N+:12]([O-:14])=[O:13])=[CH:8][C:3]=1[C:4]([O:6][CH3:7])=[O:5].[Cl:15][C:16]1[CH:21]=[CH:20][CH:19]=[CH:18][C:17]=1[CH:22]([C:24]1[CH:29]=[CH:28][CH:27]=[CH:26][CH:25]=1)O.C1(C)C=CC=CC=1.C1(P(C2C=CC=CC=2)C2C=CC=CC=2)C=CC=CC=1, predict the reaction product. The product is: [Cl:15][C:16]1[CH:21]=[CH:20][CH:19]=[CH:18][C:17]=1[CH:22]([C:24]1[CH:25]=[CH:26][CH:27]=[CH:28][CH:29]=1)[O:1][C:2]1[CH:11]=[CH:10][C:9]([N+:12]([O-:14])=[O:13])=[CH:8][C:3]=1[C:4]([O:6][CH3:7])=[O:5]. (4) Given the reactants C1(C)C=CC(S(Cl)(=O)=O)=CC=1.[C:12]1([C:18]2[CH:27]=[C:26]([C:28]([NH:30][C:31](=S)[NH:32][NH:33][C:34]([C:36]3[S:37][CH:38]=[CH:39][CH:40]=3)=[O:35])=[O:29])[C:25]3[C:20](=[CH:21][CH:22]=[C:23]([O:42][C:43]([F:46])([F:45])[F:44])[CH:24]=3)[N:19]=2)[CH:17]=[CH:16][CH:15]=[CH:14][CH:13]=1, predict the reaction product. The product is: [C:12]1([C:18]2[CH:27]=[C:26]([C:28]([NH:30][C:31]3[O:35][C:34]([C:36]4[S:37][CH:38]=[CH:39][CH:40]=4)=[N:33][N:32]=3)=[O:29])[C:25]3[C:20](=[CH:21][CH:22]=[C:23]([O:42][C:43]([F:46])([F:45])[F:44])[CH:24]=3)[N:19]=2)[CH:13]=[CH:14][CH:15]=[CH:16][CH:17]=1. (5) The product is: [N:1]1([C:7](=[O:30])[CH2:8][CH2:9][CH2:10][CH2:11][CH2:12][N:13]2[C:25]3[C:24]4[CH2:23][CH2:22][CH2:21][CH2:20][C:19]=4[N:18]=[C:17]([NH2:26])[C:16]=3[N:15]=[C:14]2[CH2:27][CH2:28][CH3:29])[CH2:2][CH2:3][O:4][CH2:5][CH2:6]1. Given the reactants [N:1]1([C:7](=[O:30])[CH2:8][CH2:9][CH2:10][CH2:11][CH2:12][N:13]2[C:25]3[C:24]4[CH:23]=[CH:22][CH:21]=[CH:20][C:19]=4[N:18]=[C:17]([NH2:26])[C:16]=3[N:15]=[C:14]2[CH2:27][CH2:28][CH3:29])[CH2:6][CH2:5][O:4][CH2:3][CH2:2]1.[H][H], predict the reaction product. (6) Given the reactants [O:1]1[C:5]2[CH:6]=[CH:7][CH:8]=[CH:9][C:4]=2[CH:3]=[C:2]1[C:10]1[CH:11]=[C:12]2[C:17](=[CH:18][CH:19]=1)[N:16]=[C:15]([C:20]([F:23])([F:22])[F:21])[CH:14]=[C:13]2[OH:24].[C:25]([O-])([O-])=O.[K+].[K+].CI, predict the reaction product. The product is: [O:1]1[C:5]2[CH:6]=[CH:7][CH:8]=[CH:9][C:4]=2[CH:3]=[C:2]1[C:10]1[CH:11]=[C:12]2[C:17](=[CH:18][CH:19]=1)[N:16]=[C:15]([C:20]([F:22])([F:21])[F:23])[CH:14]=[C:13]2[O:24][CH3:25]. (7) Given the reactants [CH3:1][C:2]1[C:6](=[O:7])[O:5][CH:4]([O:8]/[CH:9]=[C:10]2\[CH:11]3[CH2:25][CH:24]=[CH:23][CH:12]3[N:13](C(OC(C)(C)C)=O)[C:14]\2=[O:15])[CH:3]=1.[Cl-].[Mg+2].[Cl-].C(Cl)Cl, predict the reaction product. The product is: [CH3:1][C:2]1[C:6](=[O:7])[O:5][CH:4]([O:8]/[CH:9]=[C:10]2\[CH:11]3[CH2:25][CH:24]=[CH:23][CH:12]3[NH:13][C:14]\2=[O:15])[CH:3]=1. (8) Given the reactants BrBr.[S-:3][C:4]#[N:5].[Na+].[NH2:7][C:8]1[N:12]([C:13]2[CH:18]=[CH:17][C:16]([C:19]([F:22])([F:21])[F:20])=[CH:15][C:14]=2[Cl:23])[N:11]=[C:10]([C:24]#[N:25])[CH:9]=1.O, predict the reaction product. The product is: [NH2:7][C:8]1[N:12]([C:13]2[CH:18]=[CH:17][C:16]([C:19]([F:21])([F:22])[F:20])=[CH:15][C:14]=2[Cl:23])[N:11]=[C:10]([C:24]#[N:25])[C:9]=1[S:3][C:4]#[N:5].